This data is from Experimentally validated miRNA-target interactions with 360,000+ pairs, plus equal number of negative samples. The task is: Binary Classification. Given a miRNA mature sequence and a target amino acid sequence, predict their likelihood of interaction. (1) The miRNA is hsa-miR-3913-5p with sequence UUUGGGACUGAUCUUGAUGUCU. The protein sequence of the target gene is MALGLKCFRMVHPTFRNYLAASIRPVSEVTLKTVHERQHGHRQYMAYSAVPVRHFATKKAKAKGKGQSQTRVNINAALVEDIINLEEVNEEMKSVIEALKDNFNKTLNIRTSPGSLDKIAVVTADGKLALNQISQISMKSPQLILVNMASFPECTAAAIKAIRESGMNLNPEVEGTLIRVPIPQVTREHREMLVKLAKQNTNKAKDSLRKVRTNSMNKLKKSKDTVSEDTIRLIEKQISQMADDTVAELDRHLAVKTKELLG. Result: 1 (interaction). (2) The miRNA is hsa-miR-3913-3p with sequence AGACAUCAAGAUCAGUCCCAAA. The protein sequence of the target gene is MTSVWKRLQRVGKRAAKFQFVACYHELVLECTKKWQPDKLVVVWTRRNRRICSKAHSWQPGIQNPYRGTVVWMVPENVDISVTLYRDPHVDQYETKEWTFIIENESKGQRKVLATVDVNLAHHAGPVPAQVPLRLRLKPKSVKVVHAELSLTLSGVLLREGRATDDDMQSLASLMSVKPSDVGNLDDFAESDEEEANGPGAPEVRTRGPQSDLSRELKTLCEEEDEGHIRPQQAAARPSSAEDTSPAPVSAPAPPVRAFRGQGSEPAAITGGQVGPETPEPPPSPPETRSTGQPGQTMVP.... Result: 0 (no interaction). (3) The miRNA is ath-miR173-5p with sequence UUCGCUUGCAGAGAGAAAUCAC. The protein sequence of the target gene is MLPPAIHFYLLPLACILMKSCLAFKNDATEILYSHVVKPVPAHPSSNSTLNQARNGGRHFSNTGLDRNTRVQVGCRELRSTKYISDGQCTSISPLKELVCAGECLPLPVLPNWIGGGYGTKYWSRRSSQEWRCVNDKTRTQRIQLQCQDGSTRTYKITVVTACKCKRYTRQHNESSHNFESMSPAKPVQHHRERKRASKSSKHSMS. Result: 0 (no interaction). (4) The protein sequence of the target gene is MECQEFIVLYTHQKMKKSKVWQDGVLKITHLGNKAILYDDKGACLESLFLKCLEVKPGDDLESERYLITVEEAKAVGSRAVEPDGSREALESGSRTLVSSSRSLGCQPSGLKRKATGFQRPYKMPKKVTITENSEPAASLGDENPGPPGPRLLPTFSSTLPLFPTVGQKDLTPVSTDNQSPITFSNRERSDTPLSLPSSYFKINTNTLGKEDKLCFPVSSETKHSDSLLASEPMRRNGLDSHCPGVSQNVRSKAQILALLKSSSTNRKDLHGEIPGHFPKIEPQGCLNIISKPEEDYAET.... The miRNA is mmu-miR-297b-3p with sequence UAUACAUACACACAUACCCAUA. Result: 1 (interaction). (5) The miRNA is rno-miR-203a-3p with sequence GUGAAAUGUUUAGGACCACUAG. The protein sequence of the target gene is MAPIGLKAVVGEKIMHDVIKKVKKKGEWKVLVVDQLSMRMLSSCCKMTDIMTEGITIVEDINKRREPLPSLEAVYLITPSEKSVHSLISDFKDPPTAKYRAAHVFFTDSCPDALFNELVKSRAAKVIKTLTEINIAFLPYESQVYSLDSADSFQSFYSPHKAQMKNPILERLAEQIATLCATLKEYPAVRYRGEYKDNALLAQLIQDKLDAYKADDPTMGEGPDKARSQLLILDRGFDPSSPVLHELTFQAMSYDLLPIENDVYKYETSGIGEARVKEVLLDEDDDLWIALRHKHIAEVS.... Result: 0 (no interaction). (6) The miRNA is hsa-miR-342-5p with sequence AGGGGUGCUAUCUGUGAUUGA. The protein sequence of the target gene is MRQKRKGDLSPAELMMLTIGDVIKQLIEAHEQGKDIDLNKVKTKTAAKYGLSAQPRLVDIIAAVPPQYRKVLMPKLKAKPIRTASGIAVVAVMCKPHRCPHISFTGNICVYCPGGPDSDFEYSTQSYTGYEPTSMRAIRARYDPFLQTRHRIEQLKQLGHSVDKVEFIVMGGTFMALPEEYRDYFIRNLHDALSGHTSNNIYEAVKYSERSLTKCIGITIETRPDYCMKRHLSDMLTYGCTRLEIGVQSVYEDVARDTNRGHTVKAVCESFHLAKDSGFKVVAHMMPDLPNVGLERDIEQ.... Result: 1 (interaction). (7) The miRNA is hsa-miR-489-5p with sequence GGUCGUAUGUGUGACGCCAUUU. The protein sequence of the target gene is MMALGRAFAIVFCLIQAVSGESGNAQDGDLEDADADDHSFWCHSQLEVDGSQHLLTCAFNDSDINTANLEFQICGALLRVKCLTLNKLQDIYFIKTSEFLLIGSSNICVKLGQKNLTCKNMAINTIVKAEAPSDLKVVYRKEANDFLVTFNAPHLKKKYLKKVKHDVAYRPARGESNWTHVSLFHTRTTIPQRKLRPKAMYEIKVRSIPHNDYFKGFWSEWSPSSTFETPEPKNQGGWDPVLPSVTILSLFSVFLLVILAHVLWKKRIKPVVWPSLPDHKKTLEQLCKKPKTSLNVSFNP.... Result: 0 (no interaction).